Predict the reaction yield, written as a fraction of the theoretical maximum amount of product (1.0 means a 100% yield; for example, 0.34 means a 34% yield). From a dataset of Reaction yield outcomes from USPTO patents with 853,638 reactions. (1) The reactants are [NH2:1][C:2]1[CH:3]=[CH:4][CH:5]=[C:6]2[C:11]=1[N:10]=[CH:9][CH:8]=[CH:7]2.[F:12][C:13]([F:26])([F:25])[O:14][C:15]1[CH:16]=[C:17]([S:21](Cl)(=[O:23])=[O:22])[CH:18]=[CH:19][CH:20]=1. The catalyst is CN(C1C=CN=CC=1)C. The product is [N:10]1[C:11]2[C:6](=[CH:5][CH:4]=[CH:3][C:2]=2[NH:1][S:21]([C:17]2[CH:18]=[CH:19][CH:20]=[C:15]([O:14][C:13]([F:12])([F:25])[F:26])[CH:16]=2)(=[O:23])=[O:22])[CH:7]=[CH:8][CH:9]=1. The yield is 0.600. (2) The yield is 0.640. The catalyst is C1(C)C=CC=CC=1.O.C([O-])(O)=O.[Na+].CC([O-])=O.CC([O-])=O.[Pd+2]. The reactants are FC(F)(F)S(O[C:7]1[CH:12]=[CH:11][C:10]([N:13]2[CH:18]=[C:17]([O:19][CH3:20])[C:16](=[O:21])[C:15]([C:22]3[N:26]([C:27]4[CH:32]=[CH:31][CH:30]=[CH:29][CH:28]=4)[N:25]=[CH:24][CH:23]=3)=[N:14]2)=[C:9]([F:33])[CH:8]=1)(=O)=O.[CH:36]1(B(O)O)[CH2:38][CH2:37]1.[O-]P([O-])([O-])=O.[K+].[K+].[K+].C1(P(C2CCCCC2)C2CCCCC2)CCCCC1. The product is [CH:36]1([C:7]2[CH:12]=[CH:11][C:10]([N:13]3[CH:18]=[C:17]([O:19][CH3:20])[C:16](=[O:21])[C:15]([C:22]4[N:26]([C:27]5[CH:32]=[CH:31][CH:30]=[CH:29][CH:28]=5)[N:25]=[CH:24][CH:23]=4)=[N:14]3)=[C:9]([F:33])[CH:8]=2)[CH2:38][CH2:37]1. (3) The reactants are [C:1]([CH:5]1[CH2:13][C:12]2[C:7](=[CH:8][CH:9]=[CH:10][CH:11]=2)[NH:6]1)([CH3:4])([CH3:3])[CH3:2].C(C1NC2C(C=1)=CC=CC=2)(C)(C)C.[N+:27]([O-])([O-:29])=[O:28].[K+].C([O-])([O-])=O.[Na+].[Na+]. The catalyst is OS(O)(=O)=O. The product is [C:1]([CH:5]1[CH2:13][C:12]2[C:7](=[CH:8][C:9]([N+:27]([O-:29])=[O:28])=[CH:10][CH:11]=2)[NH:6]1)([CH3:4])([CH3:2])[CH3:3]. The yield is 0.320. (4) The reactants are [CH3:1][C:2]1[CH:7]=[CH:6][N:5]=[CH:4][C:3]=1[NH:8][C:9]1[CH:14]=[CH:13][CH:12]=[CH:11][C:10]=1[N+:15]([O-])=O.C(OCC)(=O)C. The catalyst is CO.CCCCCC.[Pd]. The product is [CH3:1][C:2]1[CH:7]=[CH:6][N:5]=[CH:4][C:3]=1[NH:8][C:9]1[C:10]([NH2:15])=[CH:11][CH:12]=[CH:13][CH:14]=1. The yield is 0.989.